This data is from Full USPTO retrosynthesis dataset with 1.9M reactions from patents (1976-2016). The task is: Predict the reactants needed to synthesize the given product. (1) Given the product [Cl:1][C:2]1[CH:7]=[CH:6][C:5]([C:8]([F:9])([F:11])[F:10])=[CH:4][C:3]=1[N:12]1[CH2:17][CH2:16][N:15]([C:18]2[CH:22]=[C:21]([C:23]3[N:24]=[N:25][N:26]([CH2:41][C:42]([O:44][C:45]([CH3:48])([CH3:47])[CH3:46])=[O:43])[N:27]=3)[O:20][N:19]=2)[CH2:14][CH2:13]1, predict the reactants needed to synthesize it. The reactants are: [Cl:1][C:2]1[CH:7]=[CH:6][C:5]([C:8]([F:11])([F:10])[F:9])=[CH:4][C:3]=1[N:12]1[CH2:17][CH2:16][N:15]([C:18]2[CH:22]=[C:21]([C:23]3[N:24]=[N:25][NH:26][N:27]=3)[O:20][N:19]=2)[CH2:14][CH2:13]1.C1COCC1.C(N(CC)CC)C.Br[CH2:41][C:42]([O:44][C:45]([CH3:48])([CH3:47])[CH3:46])=[O:43]. (2) Given the product [C:1]1([CH2:7][CH2:8][CH2:9][NH:10][C:18](=[O:25])[C:19]2[CH:24]=[CH:23][CH:22]=[CH:21][CH:20]=2)[CH:6]=[CH:5][CH:4]=[CH:3][CH:2]=1, predict the reactants needed to synthesize it. The reactants are: [C:1]1([CH2:7][CH2:8][CH2:9][NH2:10])[CH:6]=[CH:5][CH:4]=[CH:3][CH:2]=1.C(N(CC)CC)C.[C:18](Cl)(=[O:25])[C:19]1[CH:24]=[CH:23][CH:22]=[CH:21][CH:20]=1.O.